Dataset: Full USPTO retrosynthesis dataset with 1.9M reactions from patents (1976-2016). Task: Predict the reactants needed to synthesize the given product. (1) Given the product [C:16]([O:20][C:21]([N:23]1[CH2:27][CH2:26][C:25]([O:32][C:33]2[CH:38]=[CH:37][CH:36]=[CH:35][C:34]=2[C:39]([OH:6])=[O:40])([C:28]([F:29])([F:30])[F:31])[CH2:24]1)=[O:22])([CH3:19])([CH3:17])[CH3:18], predict the reactants needed to synthesize it. The reactants are: Cl([O-])=O.[Na+].P([O-])(O)(O)=[O:6].[Na+].CC(=CC)C.[C:16]([O:20][C:21]([N:23]1[CH2:27][CH2:26][C:25]([O:32][C:33]2[CH:38]=[CH:37][CH:36]=[CH:35][C:34]=2[CH:39]=[O:40])([C:28]([F:31])([F:30])[F:29])[CH2:24]1)=[O:22])([CH3:19])([CH3:18])[CH3:17]. (2) The reactants are: [NH2:1][C:2]1[CH:10]=[CH:9][C:8]([N+:11]([O-])=O)=[CH:7][C:3]=1[C:4]([NH2:6])=[O:5].[O:14]([CH2:22][CH2:23][O:24][C:25]1[C:32]([CH3:33])=[CH:31][C:28]([CH:29]=O)=[CH:27][C:26]=1[CH3:34])[Si](C(C)(C)C)(C)C.OS([O-])=O.[Na+].CC1C=CC(S(O)(=O)=O)=CC=1. Given the product [NH2:11][C:8]1[CH:7]=[C:3]2[C:2](=[CH:10][CH:9]=1)[N:1]=[C:29]([C:28]1[CH:31]=[C:32]([CH3:33])[C:25]([O:24][CH2:23][CH2:22][OH:14])=[C:26]([CH3:34])[CH:27]=1)[NH:6][C:4]2=[O:5], predict the reactants needed to synthesize it.